From a dataset of Reaction yield outcomes from USPTO patents with 853,638 reactions. Predict the reaction yield, written as a fraction of the theoretical maximum amount of product (1.0 means a 100% yield; for example, 0.34 means a 34% yield). (1) The reactants are [CH:1](N)([CH3:3])[CH3:2].[Li][CH2:6]CCC.[Br:10][C:11]1[CH:16]=[CH:15][N:14]=[C:13]2[N:17]([S:20]([C:23]3[CH:28]=[CH:27][CH:26]=[CH:25][CH:24]=3)(=[O:22])=[O:21])[CH:18]=[CH:19][C:12]=12.CC([CH:33]1[CH2:38][C:37](=[O:39])[CH2:36][CH2:35][N:34]1[C:40]([O-:42])=[O:41])(C)C. The catalyst is C1COCC1. The product is [Br:10][C:11]1[CH:16]=[CH:15][N:14]=[C:13]2[N:17]([S:20]([C:23]3[CH:28]=[CH:27][CH:26]=[CH:25][CH:24]=3)(=[O:22])=[O:21])[C:18]([C:37]3([OH:39])[CH2:38][CH2:33][N:34]([C:40]([O:42][C:1]([CH3:3])([CH3:6])[CH3:2])=[O:41])[CH2:35][CH2:36]3)=[CH:19][C:12]=12. The yield is 0.850. (2) The reactants are [OH-:1].[Na+].OO.[C:5]([O:9][C:10]([N:12]1[CH2:17][CH2:16][C:15]([C:32]#[N:33])([NH:18][C:19]([C:21]2[C:29]3[O:28][C:27]([F:31])([F:30])[O:26][C:25]=3[CH:24]=[CH:23][CH:22]=2)=O)[CH2:14][CH2:13]1)=[O:11])([CH3:8])([CH3:7])[CH3:6]. The catalyst is C1COCC1.CCO. The product is [C:5]([O:9][C:10]([N:12]1[CH2:17][CH2:16][C:15]2([N:18]=[C:19]([C:21]3[C:29]4[O:28][C:27]([F:31])([F:30])[O:26][C:25]=4[CH:24]=[CH:23][CH:22]=3)[NH:33][C:32]2=[O:1])[CH2:14][CH2:13]1)=[O:11])([CH3:8])([CH3:7])[CH3:6]. The yield is 0.910. (3) The product is [F:1][C:2]1[CH:3]=[C:4]2[C:8](=[CH:9][CH:10]=1)[N:7]([CH3:11])[CH:6]=[C:5]2[C:12]1[O:13][C:14]2[C:20]([F:21])=[C:19]([CH2:22][C:23]([OH:25])=[O:24])[CH:18]=[CH:17][C:15]=2[N:16]=1. The catalyst is Cl. The reactants are [F:1][C:2]1[CH:3]=[C:4]2[C:8](=[CH:9][CH:10]=1)[N:7]([CH3:11])[CH:6]=[C:5]2[C:12]1[O:13][C:14]2[C:20]([F:21])=[C:19]([CH2:22][C:23]([O:25]C)=[O:24])[CH:18]=[CH:17][C:15]=2[N:16]=1.CCCCCC.C(OCC)(=O)C.[OH-].[Na+]. The yield is 0.780. (4) The reactants are [C:1]1([C@H:7]([O:9][C:10](=[O:26])[NH:11][C:12]2[N:13]([C:19]3[CH:24]=[CH:23][C:22](Br)=[CH:21][CH:20]=3)[N:14]=[N:15][C:16]=2[CH2:17][CH3:18])[CH3:8])[CH:6]=[CH:5][CH:4]=[CH:3][CH:2]=1.CC1(C)C(C)(C)OB([C:35]2[CH:40]=[CH:39][C:38]([C:41]3([C:44]([O:46][CH3:47])=[O:45])[CH2:43][CH2:42]3)=[CH:37][CH:36]=2)O1.C1(P(C2CCCCC2)C2C=CC=CC=2C2C(OC)=CC=CC=2OC)CCCCC1.[O-]P([O-])([O-])=O.[K+].[K+].[K+]. The catalyst is [Cl-].[Na+].O.C([O-])(=O)C.[Pd+2].C([O-])(=O)C.O.C1(C)C=CC=CC=1. The product is [CH3:47][O:46][C:44]([C:41]1([C:38]2[CH:39]=[CH:40][C:35]([C:22]3[CH:23]=[CH:24][C:19]([N:13]4[C:12]([NH:11][C:10]([O:9][C@@H:7]([C:1]5[CH:6]=[CH:5][CH:4]=[CH:3][CH:2]=5)[CH3:8])=[O:26])=[C:16]([CH2:17][CH3:18])[N:15]=[N:14]4)=[CH:20][CH:21]=3)=[CH:36][CH:37]=2)[CH2:43][CH2:42]1)=[O:45]. The yield is 0.650. (5) The reactants are [NH2:1][C:2]1[CH:10]=[C:6]([C:7]([OH:9])=[O:8])[C:5]([OH:11])=[CH:4][CH:3]=1.[Cl:12][C:13]1[CH:20]=[CH:19][C:16]([CH2:17]Cl)=[CH:15][CH:14]=1. No catalyst specified. The product is [Cl:12][C:13]1[CH:20]=[CH:19][C:16]([CH2:17][NH:1][C:2]2[CH:10]=[C:6]([C:7]([OH:9])=[O:8])[C:5]([OH:11])=[CH:4][CH:3]=2)=[CH:15][CH:14]=1. The yield is 0.530.